From a dataset of hERG Central: cardiac toxicity at 1µM, 10µM, and general inhibition. Predict hERG channel inhibition at various concentrations. (1) The drug is O=C(CCNS(=O)(=O)c1cccc2nonc12)N1CCN(c2cccc(Cl)c2)CC1. Results: hERG_inhib (hERG inhibition (general)): blocker. (2) The drug is C=CCSc1nc2c(c(-c3ccsc3)c1C#N)CN(C)CC2. Results: hERG_inhib (hERG inhibition (general)): blocker. (3) The molecule is Cl.N=c1n(Cc2ccccc2)c2ccccc2n1CC(O)COc1ccccc1. Results: hERG_inhib (hERG inhibition (general)): blocker. (4) The drug is CCOc1ccc(-n2c(-c3ccccc3)c[n+]3c2CCC3)cc1.[Br-]. Results: hERG_inhib (hERG inhibition (general)): blocker. (5) The compound is C(=C/c1ccccc1)\CSc1nnc(-c2ccccc2)n1Cc1ccco1. Results: hERG_inhib (hERG inhibition (general)): blocker. (6) The drug is CCc1ccc(OP(C)(=O)N2CCN(c3ccc([N+](=O)[O-])cc3)CC2)cc1. Results: hERG_inhib (hERG inhibition (general)): blocker. (7) The compound is CCNC(=O)N1CCN(CCCC(c2ccc(F)cc2)c2ccc(F)cc2)CC1.Cl. Results: hERG_inhib (hERG inhibition (general)): blocker.